Dataset: Full USPTO retrosynthesis dataset with 1.9M reactions from patents (1976-2016). Task: Predict the reactants needed to synthesize the given product. (1) The reactants are: [C:1]([O:5][C:6](=[O:33])[NH:7][C@@H:8]1[C@@H:13]([C:14]2[CH:19]=[C:18]([F:20])[C:17]([F:21])=[CH:16][C:15]=2[F:22])[CH2:12][CH2:11][N:10]([C:23]2[CH:28]=[CH:27][C:26]([N+:29]([O-])=O)=[C:25]([NH2:32])[N:24]=2)[CH2:9]1)([CH3:4])([CH3:3])[CH3:2].[BH4-].[Na+].C(Cl)Cl. Given the product [C:1]([O:5][C:6](=[O:33])[NH:7][C@@H:8]1[C@@H:13]([C:14]2[CH:19]=[C:18]([F:20])[C:17]([F:21])=[CH:16][C:15]=2[F:22])[CH2:12][CH2:11][N:10]([C:23]2[CH:28]=[CH:27][C:26]([NH2:29])=[C:25]([NH2:32])[N:24]=2)[CH2:9]1)([CH3:4])([CH3:2])[CH3:3], predict the reactants needed to synthesize it. (2) The reactants are: [NH2:1][CH2:2][CH2:3][CH2:4][Si:5]([O:10][CH3:11])([O:8][CH3:9])[O:6][CH3:7].[C:12]([O:16][CH3:17])(=[O:15])[CH:13]=[CH2:14]. Given the product [CH3:17][O:16][C:12]([CH2:13][CH2:14][N:1]([CH2:2][CH2:3][CH2:4][Si:5]([O:10][CH3:11])([O:6][CH3:7])[O:8][CH3:9])[CH2:14][CH2:13][C:12]([O:16][CH3:17])=[O:15])=[O:15], predict the reactants needed to synthesize it. (3) Given the product [OH:32][CH2:31][C@@H:27]1[CH2:28][CH2:29][CH2:30][N:26]1[C:23]1[N:24]=[CH:25][C:20]([NH:19][C:12]([C:10]2[N:11]=[C:7]([C:1]3[CH:2]=[CH:3][CH:4]=[CH:5][CH:6]=3)[O:8][C:9]=2[C:15]([F:18])([F:17])[F:16])=[O:14])=[CH:21][CH:22]=1, predict the reactants needed to synthesize it. The reactants are: [C:1]1([C:7]2[O:8][C:9]([C:15]([F:18])([F:17])[F:16])=[C:10]([C:12]([OH:14])=O)[N:11]=2)[CH:6]=[CH:5][CH:4]=[CH:3][CH:2]=1.[NH2:19][C:20]1[CH:21]=[CH:22][C:23]([N:26]2[CH2:30][CH2:29][CH2:28][C@H:27]2[CH2:31][OH:32])=[N:24][CH:25]=1. (4) Given the product [F:15][C:16]1[CH:17]=[N:18][C:19]([O:25][C:26]2[CH:31]=[CH:30][CH:29]=[C:28]([S:32][CH3:33])[CH:27]=2)=[C:20]([CH:24]=1)[C:21]([NH:1][C:2]1[CH:3]=[N:4][CH:5]=[CH:6][CH:7]=1)=[O:22], predict the reactants needed to synthesize it. The reactants are: [NH2:1][C:2]1[CH:3]=[N:4][CH:5]=[CH:6][CH:7]=1.C(N(CC)CC)C.[F:15][C:16]1[CH:17]=[N:18][C:19]([O:25][C:26]2[CH:31]=[CH:30][CH:29]=[C:28]([S:32][CH3:33])[CH:27]=2)=[C:20]([CH:24]=1)[C:21](O)=[O:22].Cl.CN(C)CCCN=C=NCC.ON1C2C=CC=CC=2N=N1. (5) The reactants are: [Br:1][C:2]1[CH:3]=[C:4]2[C:9](=[CH:10][CH:11]=1)[N:8]=[CH:7][C:6]([N+:12]([O-])=O)=[C:5]2[NH:15][C:16]1[C:17]([CH3:22])=[N:18][N:19]([CH3:21])[CH:20]=1. Given the product [Br:1][C:2]1[CH:3]=[C:4]2[C:9](=[CH:10][CH:11]=1)[N:8]=[CH:7][C:6]([NH2:12])=[C:5]2[NH:15][C:16]1[C:17]([CH3:22])=[N:18][N:19]([CH3:21])[CH:20]=1, predict the reactants needed to synthesize it. (6) Given the product [ClH:1].[Cl:1][C:2]1[CH:3]=[C:4]([C@H:9]2[C@H:14]([N:15]([CH3:30])[C:16](=[O:17])[C:18]3[CH:19]=[CH:20][C:21]([N:24]4[CH2:29][CH2:28][O:27][CH2:26][CH2:25]4)=[CH:22][CH:23]=3)[CH2:13][CH2:12][N:11]([C:31]([CH:33]3[CH2:38][CH2:37][NH:36][CH2:35][CH2:34]3)=[O:32])[CH2:10]2)[CH:5]=[CH:6][C:7]=1[Cl:8], predict the reactants needed to synthesize it. The reactants are: [Cl:1][C:2]1[CH:3]=[C:4]([C@H:9]2[C@H:14]([N:15]([CH3:30])[C:16]([C:18]3[CH:23]=[CH:22][C:21]([N:24]4[CH2:29][CH2:28][O:27][CH2:26][CH2:25]4)=[CH:20][CH:19]=3)=[O:17])[CH2:13][CH2:12][N:11]([C:31]([CH:33]3[CH2:38][CH2:37][N:36](C(OC(C)(C)C)=O)[CH2:35][CH2:34]3)=[O:32])[CH2:10]2)[CH:5]=[CH:6][C:7]=1[Cl:8].